Dataset: Full USPTO retrosynthesis dataset with 1.9M reactions from patents (1976-2016). Task: Predict the reactants needed to synthesize the given product. Given the product [Cl:1][C:2]1[CH:7]=[CH:6][CH:5]=[CH:4][C:3]=1[C@@H:8]([OH:32])[C@H:9]([OH:79])[CH3:10], predict the reactants needed to synthesize it. The reactants are: [Cl:1][C:2]1[CH:7]=[CH:6][CH:5]=[CH:4][C:3]=1/[CH:8]=[CH:9]/[CH3:10].CC[C@H]1[C@H]2C[C@H]([C@H](OC3C4C(=CC=CC=4)C(O[C@H](C4C=CN=C5C=4C=C(OC)C=C5)[C@@H]4N5C[C@H](CC)[C@@H](CC5)C4)=NN=3)C3C=CN=C4C=3C=C([O:32]C)C=C4)N(CC2)C1.CS(N)(=O)=O.CC(O)(C)C.[OH2:79].